From a dataset of Full USPTO retrosynthesis dataset with 1.9M reactions from patents (1976-2016). Predict the reactants needed to synthesize the given product. (1) Given the product [CH3:44][C:38]1[C:37]([C:20]2[CH:19]=[CH:18][C:17]([C@@H:15]([N:11]3[CH2:10][CH2:9][C@@:8]([C:5]4[CH:4]=[CH:3][C:2]([F:1])=[CH:7][CH:6]=4)([CH2:32][CH2:33][CH2:34][OH:35])[O:13][C:12]3=[O:14])[CH3:16])=[CH:22][CH:21]=2)=[CH:42][CH:41]=[C:40]([CH3:43])[N:39]=1, predict the reactants needed to synthesize it. The reactants are: [F:1][C:2]1[CH:7]=[CH:6][C:5]([C@:8]2([CH2:32][CH2:33][CH2:34][OH:35])[O:13][C:12](=[O:14])[N:11]([C@H:15]([C:17]3[CH:22]=[CH:21][C:20](B4OC(C)(C)C(C)(C)O4)=[CH:19][CH:18]=3)[CH3:16])[CH2:10][CH2:9]2)=[CH:4][CH:3]=1.Br[C:37]1[C:38]([CH3:44])=[N:39][C:40]([CH3:43])=[CH:41][CH:42]=1. (2) Given the product [OH:1][C:2]1[C:7]([C:8]2[O:12][N:11]=[C:10]([C:13]3[CH:14]=[CH:15][C:16]([C:17]([OH:19])=[O:18])=[CH:22][CH:23]=3)[CH:9]=2)=[CH:6][N:5]=[C:4]([C:24]2[CH:29]=[CH:28][CH:27]=[CH:26][N:25]=2)[N:3]=1, predict the reactants needed to synthesize it. The reactants are: [OH:1][C:2]1[C:7]([C:8]2[O:12][N:11]=[C:10]([C:13]3[CH:23]=[CH:22][C:16]([C:17]([O:19]CC)=[O:18])=[CH:15][CH:14]=3)[CH:9]=2)=[CH:6][N:5]=[C:4]([C:24]2[CH:29]=[CH:28][CH:27]=[CH:26][N:25]=2)[N:3]=1.[OH-].[K+]. (3) Given the product [N+:1]([C:4]1[C:9]([CH2:10][CH2:11][NH:12][CH:13]2[CH2:14][CH2:15][N:16]([C:19]([O:21][C:22]([CH3:25])([CH3:24])[CH3:23])=[O:20])[CH2:17][CH2:18]2)=[CH:8][CH:7]=[CH:6][N:5]=1)([O-:3])=[O:2], predict the reactants needed to synthesize it. The reactants are: [N+:1]([C:4]1[C:9]([CH:10]=[CH2:11])=[CH:8][CH:7]=[CH:6][N:5]=1)([O-:3])=[O:2].[NH2:12][CH:13]1[CH2:18][CH2:17][N:16]([C:19]([O:21][C:22]([CH3:25])([CH3:24])[CH3:23])=[O:20])[CH2:15][CH2:14]1.C(N(CC)CC)C. (4) Given the product [C:44]([N:47]1[C:56]2[C:51](=[CH:52][C:53]([C:57]([NH:59][CH3:60])=[O:58])=[CH:54][CH:55]=2)[CH:50]([NH:61][C:2]2[CH:9]=[CH:8][C:5]([C:6]#[N:7])=[CH:4][N:3]=2)[CH:49]([CH3:62])[CH:48]1[CH3:63])(=[O:46])[CH3:45], predict the reactants needed to synthesize it. The reactants are: Cl[C:2]1[CH:9]=[CH:8][C:5]([C:6]#[N:7])=[CH:4][N:3]=1.CN(C1C(C2C(P(C3CCCCC3)C3CCCCC3)=CC=CC=2)=CC=CC=1)C.CC(C)([O-])C.[Na+].[C:44]([N:47]1[C:56]2[C:51](=[CH:52][C:53]([C:57]([NH:59][CH3:60])=[O:58])=[CH:54][CH:55]=2)[CH:50]([NH2:61])[CH:49]([CH3:62])[CH:48]1[CH3:63])(=[O:46])[CH3:45].